Dataset: Catalyst prediction with 721,799 reactions and 888 catalyst types from USPTO. Task: Predict which catalyst facilitates the given reaction. (1) Reactant: N1([O:10][C:11]2[C:12]3[N:13]=[CH:14][N:15]([C:38]=3[N:39]=[CH:40][N:41]=2)[C@@H:16]2[O:37][C@H:27]([CH2:28][O:29][Si:30]([C:33]([CH3:36])([CH3:35])[CH3:34])([CH3:32])[CH3:31])[C@@H:18]([O:19][Si:20]([C:23]([CH3:26])([CH3:25])[CH3:24])([CH3:22])[CH3:21])[CH2:17]2)C2C=CC=CC=2N=N1.[C:42]([O-])([O-])=O.[Cs+].[Cs+]. Product: [Si:30]([O:29][C@@H:28]1[C@@H:27]([CH2:18][O:19][Si:20]([C:23]([CH3:25])([CH3:26])[CH3:24])([CH3:22])[CH3:21])[O:37][C@@H:16]([N:15]2[C:38]3[N:39]=[CH:40][N:41]=[C:11]([O:10][CH3:42])[C:12]=3[N:13]=[CH:14]2)[CH2:17]1)([C:33]([CH3:36])([CH3:35])[CH3:34])([CH3:31])[CH3:32]. The catalyst class is: 5. (2) Reactant: [NH2:1][C:2]1[C:3]([N+:12]([O-])=O)=[C:4]([S:8][CH2:9][CH2:10][OH:11])[CH:5]=[CH:6][CH:7]=1. Product: [NH2:12][C:3]1[C:2]([NH2:1])=[CH:7][CH:6]=[CH:5][C:4]=1[S:8][CH2:9][CH2:10][OH:11]. The catalyst class is: 99.